This data is from NCI-60 drug combinations with 297,098 pairs across 59 cell lines. The task is: Regression. Given two drug SMILES strings and cell line genomic features, predict the synergy score measuring deviation from expected non-interaction effect. Drug 1: COC1=C(C=C2C(=C1)N=CN=C2NC3=CC(=C(C=C3)F)Cl)OCCCN4CCOCC4. Drug 2: CC1=C2C(C(=O)C3(C(CC4C(C3C(C(C2(C)C)(CC1OC(=O)C(C(C5=CC=CC=C5)NC(=O)C6=CC=CC=C6)O)O)OC(=O)C7=CC=CC=C7)(CO4)OC(=O)C)O)C)OC(=O)C. Cell line: RPMI-8226. Synergy scores: CSS=58.7, Synergy_ZIP=6.57, Synergy_Bliss=7.85, Synergy_Loewe=-18.7, Synergy_HSA=6.99.